Dataset: NCI-60 drug combinations with 297,098 pairs across 59 cell lines. Task: Regression. Given two drug SMILES strings and cell line genomic features, predict the synergy score measuring deviation from expected non-interaction effect. (1) Drug 1: CN(C)N=NC1=C(NC=N1)C(=O)N. Drug 2: CC(C1=C(C=CC(=C1Cl)F)Cl)OC2=C(N=CC(=C2)C3=CN(N=C3)C4CCNCC4)N. Cell line: HT29. Synergy scores: CSS=3.36, Synergy_ZIP=-2.32, Synergy_Bliss=-3.27, Synergy_Loewe=-8.99, Synergy_HSA=-4.78. (2) Drug 1: C1=CC=C(C(=C1)C(C2=CC=C(C=C2)Cl)C(Cl)Cl)Cl. Drug 2: N.N.Cl[Pt+2]Cl. Cell line: SNB-19. Synergy scores: CSS=34.8, Synergy_ZIP=-2.08, Synergy_Bliss=-2.10, Synergy_Loewe=-24.2, Synergy_HSA=-2.57.